Task: Predict the reactants needed to synthesize the given product.. Dataset: Full USPTO retrosynthesis dataset with 1.9M reactions from patents (1976-2016) (1) Given the product [C:6]1([S:12]([C:15]2[CH:4]=[CH:3][CH:2]=[CH:1][N:16]=2)(=[O:13])=[O:14])[CH:7]=[CH:8][CH:9]=[CH:10][CH:11]=1, predict the reactants needed to synthesize it. The reactants are: [CH:1](=O)/[CH:2]=[CH:3]/[CH3:4].[C:6]1([S:12]([C:15]#[N:16])(=[O:14])=[O:13])[CH:11]=[CH:10][CH:9]=[CH:8][CH:7]=1.B(OCCCC)(OCCCC)OCCCC. (2) Given the product [NH2:18][C@@H:19]([CH:46]([CH3:48])[CH3:47])[C:20]([NH:22][C@@H:23]([CH2:34][CH2:35][CH2:36][CH2:37][NH:38][C:39]([O:41][C:42]([CH3:44])([CH3:43])[CH3:45])=[O:40])[C:24]([O:26][CH2:27][C:28]1[CH:29]=[CH:30][CH:31]=[CH:32][CH:33]=1)=[O:25])=[O:21], predict the reactants needed to synthesize it. The reactants are: C1C2C(COC([NH:18][C@@H:19]([CH:46]([CH3:48])[CH3:47])[C:20]([NH:22][C@@H:23]([CH2:34][CH2:35][CH2:36][CH2:37][NH:38][C:39]([O:41][C:42]([CH3:45])([CH3:44])[CH3:43])=[O:40])[C:24]([O:26][CH2:27][C:28]3[CH:33]=[CH:32][CH:31]=[CH:30][CH:29]=3)=[O:25])=[O:21])=O)C3C(=CC=CC=3)C=2C=CC=1.N1CCCCC1. (3) Given the product [CH3:18][C:14]1[N:13]=[C:12]([NH:11][C:2](=[O:3])[O:4][C:5]2[CH:10]=[CH:9][CH:8]=[CH:7][CH:6]=2)[CH:17]=[CH:16][CH:15]=1, predict the reactants needed to synthesize it. The reactants are: Cl[C:2]([O:4][C:5]1[CH:10]=[CH:9][CH:8]=[CH:7][CH:6]=1)=[O:3].[NH2:11][C:12]1[CH:17]=[CH:16][CH:15]=[C:14]([CH3:18])[N:13]=1.N1C=CC=CC=1.O. (4) Given the product [C:36]([C:11]1[CH2:10][C@@:9]2([CH3:30])[C@@H:14]([CH2:15][CH2:16][C@:17]3([CH3:26])[C:8]2=[CH:7][C:6](=[O:31])[C@H:5]2[C@@:18]3([CH3:25])[CH2:19][CH2:20][C@:21]3([CH3:24])[C@H:4]2[CH2:3][C@@:2]([CH3:1])([C:32]([O:34][CH3:35])=[O:33])[CH2:23][CH2:22]3)[C:13]([CH3:27])([CH3:28])[C:12]=1[OH:29])#[N:39], predict the reactants needed to synthesize it. The reactants are: [CH3:1][C@:2]1([C:32]([O:34][CH3:35])=[O:33])[CH2:23][CH2:22][C@@:21]2([CH3:24])[C@H:4]([C@@H:5]3[C@@:18]([CH3:25])([CH2:19][CH2:20]2)[C@@:17]2([CH3:26])[C:8]([C@:9]4([CH3:30])[C@@H:14]([CH2:15][CH2:16]2)[C:13]([CH3:28])([CH3:27])[C:12](=[O:29])[CH2:11][CH2:10]4)=[CH:7][C:6]3=[O:31])[CH2:3]1.[CH:36]([N-:39]C(C)C)(C)C.[Li+].C1(C)C=CC(S(C#N)(=O)=O)=CC=1. (5) Given the product [CH3:1][S:2]([C:5]1([C:6]([O:8][CH3:9])=[O:7])[CH2:13][CH2:12][CH2:11]1)(=[O:4])=[O:3], predict the reactants needed to synthesize it. The reactants are: [CH3:1][S:2]([CH2:5][C:6]([O:8][CH3:9])=[O:7])(=[O:4])=[O:3].I[CH2:11][CH2:12][CH2:13]I.C(=O)([O-])[O-].[Cs+].[Cs+].